This data is from Peptide-MHC class II binding affinity with 134,281 pairs from IEDB. The task is: Regression. Given a peptide amino acid sequence and an MHC pseudo amino acid sequence, predict their binding affinity value. This is MHC class II binding data. (1) The peptide sequence is KTKEGVLYVGSKTKK. The MHC is DRB3_0202 with pseudo-sequence DRB3_0202. The binding affinity (normalized) is 0.174. (2) The peptide sequence is ALTGATEIQNSGGTS. The MHC is DRB1_0404 with pseudo-sequence DRB1_0404. The binding affinity (normalized) is 0.118. (3) The peptide sequence is VKGDPVGILYAVFKA. The MHC is DRB1_0101 with pseudo-sequence DRB1_0101. The binding affinity (normalized) is 0.488. (4) The peptide sequence is TQVPNKDGDADEDDL. The MHC is DRB1_0101 with pseudo-sequence DRB1_0101. The binding affinity (normalized) is 0. (5) The peptide sequence is AVDIKEKGKDKWIEL. The MHC is DRB1_0301 with pseudo-sequence DRB1_0301. The binding affinity (normalized) is 0.216. (6) The binding affinity (normalized) is 0.169. The MHC is H-2-IAd with pseudo-sequence H-2-IAd. The peptide sequence is ALRQWMLRHIAVHDV. (7) The binding affinity (normalized) is 0.282. The peptide sequence is YRETPFGAIEEQDVK. The MHC is DRB1_0101 with pseudo-sequence DRB1_0101. (8) The binding affinity (normalized) is 0.598. The peptide sequence is TFHVEKGSNPNYLALLVKYVNGDGD. The MHC is DRB1_1101 with pseudo-sequence DRB1_1101. (9) The binding affinity (normalized) is 0.225. The MHC is DRB3_0101 with pseudo-sequence DRB3_0101. The peptide sequence is RFDTNGDGKISLSEL. (10) The peptide sequence is LRHFQKDAKVLFQNW. The MHC is DRB1_0901 with pseudo-sequence DRB1_0901. The binding affinity (normalized) is 0.200.